Task: Predict the product of the given reaction.. Dataset: Forward reaction prediction with 1.9M reactions from USPTO patents (1976-2016) (1) Given the reactants Cl.Cl.[Cl:3][C:4]1[CH:9]=[CH:8][C:7]([C:10]2[S:18][C:17]3[C:16](=[O:19])[N:15]([CH2:20][CH2:21][C:22]4[CH:27]=[CH:26][C:25]([CH2:28][NH:29][CH3:30])=[CH:24][CH:23]=4)[CH:14]=[N:13][C:12]=3[CH:11]=2)=[CH:6][CH:5]=1.[CH3:31][S:32](Cl)(=[O:34])=[O:33].C(N(CC)CC)C.O1CCCC1, predict the reaction product. The product is: [Cl:3][C:4]1[CH:9]=[CH:8][C:7]([C:10]2[S:18][C:17]3[C:16](=[O:19])[N:15]([CH2:20][CH2:21][C:22]4[CH:23]=[CH:24][C:25]([CH2:28][N:29]([CH3:30])[S:32]([CH3:31])(=[O:34])=[O:33])=[CH:26][CH:27]=4)[CH:14]=[N:13][C:12]=3[CH:11]=2)=[CH:6][CH:5]=1. (2) Given the reactants Cl.[NH:2]1[CH2:6][CH2:5][C@H:4]([O:7][C:8]2[CH:13]=[CH:12][C:11]([NH:14][C:15]([C:17]3[N:18]=[C:19]([C:26]4[CH:31]=[CH:30][CH:29]=[CH:28][CH:27]=4)[O:20][C:21]=3[C:22]([F:25])([F:24])[F:23])=[O:16])=[CH:10][CH:9]=2)[CH2:3]1.[C:32]([O:36][C:37](=[O:45])[C:38]1[CH:43]=[CH:42][C:41](Br)=[CH:40][CH:39]=1)([CH3:35])([CH3:34])[CH3:33].CC(C)([O-])C.[Na+].C(C1C=C(C(C)C)C=C(C(C)C)C=1C1C=CC=CC=1P(C1CCCCC1)C1CCCCC1)(C)C, predict the reaction product. The product is: [C:32]([O:36][C:37](=[O:45])[C:38]1[CH:43]=[CH:42][C:41]([N:2]2[CH2:6][CH2:5][C@H:4]([O:7][C:8]3[CH:13]=[CH:12][C:11]([NH:14][C:15]([C:17]4[N:18]=[C:19]([C:26]5[CH:31]=[CH:30][CH:29]=[CH:28][CH:27]=5)[O:20][C:21]=4[C:22]([F:25])([F:23])[F:24])=[O:16])=[CH:10][CH:9]=3)[CH2:3]2)=[CH:40][CH:39]=1)([CH3:35])([CH3:33])[CH3:34].